This data is from Cav3 T-type calcium channel HTS with 100,875 compounds. The task is: Binary Classification. Given a drug SMILES string, predict its activity (active/inactive) in a high-throughput screening assay against a specified biological target. (1) The compound is S(=O)(=O)(N1CCOCC1)c1cc(C(=O)NC(C(C)C)C(=O)Nc2sc(nn2)CC)ccc1. The result is 0 (inactive). (2) The compound is S1Cc2n(c(nn2)Cn2c(nc3c2cccc3)CCCC)c2c1cccc2. The result is 0 (inactive). (3) The molecule is S(=O)(=O)(NCCCCCC(=O)N(C)C)c1ccc(cc1)C. The result is 0 (inactive). (4) The molecule is o1c(c(c2c1cccc2)C)C(OCC(=O)N1c2c(NC(=O)C1)cccc2)=O. The result is 0 (inactive). (5) The molecule is o1c2c(c(c(c1=O)C)C)ccc(OCc1oc(cc1)C(O)=O)c2C. The result is 0 (inactive). (6) The drug is s1c(C(=O)/C=C/Nc2cc(F)ccc2)ccc1. The result is 0 (inactive). (7) The compound is S(C1CC(=O)N(C1=O)c1ccccc1)\C(Nc1cc2OCOc2cc1)=N/C. The result is 0 (inactive).